Dataset: Forward reaction prediction with 1.9M reactions from USPTO patents (1976-2016). Task: Predict the product of the given reaction. (1) Given the reactants CON(C)[C:4]([C@@H:6]1[C@H:10]2[O:11][C:12]([CH3:15])([CH3:14])[O:13][C@H:9]2[C@H:8]([N:16]2[C:20]3[N:21]=[C:22]([N:26]([C:34]([O:36][C:37]([CH3:40])([CH3:39])[CH3:38])=[O:35])[C:27]([O:29][C:30]([CH3:33])([CH3:32])[CH3:31])=[O:28])[N:23]=[C:24]([CH3:25])[C:19]=3[CH:18]=[CH:17]2)[O:7]1)=[O:5].[CH2:42]([Mg]Br)[CH3:43], predict the reaction product. The product is: [CH3:14][C:12]1([CH3:15])[O:11][C@@H:10]2[C@@H:6]([C:4](=[O:5])[CH2:42][CH3:43])[O:7][C@@H:8]([N:16]3[C:20]4[N:21]=[C:22]([N:26]([C:34]([O:36][C:37]([CH3:38])([CH3:39])[CH3:40])=[O:35])[C:27]([O:29][C:30]([CH3:32])([CH3:31])[CH3:33])=[O:28])[N:23]=[C:24]([CH3:25])[C:19]=4[CH:18]=[CH:17]3)[C@@H:9]2[O:13]1. (2) The product is: [CH3:1][C:2]1[C:16]([CH3:17])=[CH:15][CH:14]=[CH:13][C:3]=1[O:4][CH2:5][CH2:6][CH2:7][C:8]([OH:10])=[O:9]. Given the reactants [CH3:1][C:2]1[C:16]([CH3:17])=[CH:15][CH:14]=[CH:13][C:3]=1[O:4][CH2:5][CH2:6][CH2:7][C:8]([O:10]CC)=[O:9].[Li+].[OH-].Cl, predict the reaction product. (3) Given the reactants [N:1]1([C:6]2[CH:27]=[CH:26][C:9]([CH2:10][C:11]3[C:12]([CH:23]4[CH2:25][CH2:24]4)=[CH:13][C:14]([CH:21]=C)=[C:15]([CH:20]=3)[C:16]([O:18][CH3:19])=[O:17])=[CH:8][CH:7]=2)[CH:5]=[CH:4][CH:3]=[N:2]1.CC(C)=[O:30].C(#N)C.I([O-])(=O)(=O)=O.[Na+], predict the reaction product. The product is: [N:1]1([C:6]2[CH:27]=[CH:26][C:9]([CH2:10][C:11]3[C:12]([CH:23]4[CH2:24][CH2:25]4)=[CH:13][C:14]([CH:21]=[O:30])=[C:15]([CH:20]=3)[C:16]([O:18][CH3:19])=[O:17])=[CH:8][CH:7]=2)[CH:5]=[CH:4][CH:3]=[N:2]1. (4) Given the reactants [CH:1]1([N:6]2[CH2:12][C:11]([F:14])([F:13])[C:10](=[O:15])[N:9]([CH3:16])[C:8]3[CH:17]=[N:18][C:19]([NH:21][C:22]4[CH:30]=[CH:29][C:25]([C:26]([OH:28])=O)=[CH:24][C:23]=4[O:31][CH3:32])=[N:20][C:7]2=3)[CH2:5][CH2:4][CH2:3][CH2:2]1.C(N(C(C)C)C(C)C)C.Cl.[NH2:43][C@H:44]1[CH2:49][CH2:48][C@H:47]([OH:50])[CH2:46][CH2:45]1, predict the reaction product. The product is: [CH:1]1([N:6]2[CH2:12][C:11]([F:14])([F:13])[C:10](=[O:15])[N:9]([CH3:16])[C:8]3[CH:17]=[N:18][C:19]([NH:21][C:22]4[CH:30]=[CH:29][C:25]([C:26]([NH:43][C@H:44]5[CH2:49][CH2:48][C@H:47]([OH:50])[CH2:46][CH2:45]5)=[O:28])=[CH:24][C:23]=4[O:31][CH3:32])=[N:20][C:7]2=3)[CH2:5][CH2:4][CH2:3][CH2:2]1. (5) Given the reactants [CH3:1][O:2][C:3]1[CH:4]=[C:5]2[C:10](=[CH:11][C:12]=1[O:13][CH3:14])[N:9]=[CH:8][CH:7]=[C:6]2[O:15][C:16]1[CH:22]=[CH:21][C:19]([NH2:20])=[C:18]([CH3:23])[C:17]=1[CH3:24].Cl[C:26](Cl)([O:28][C:29](=[O:35])OC(Cl)(Cl)Cl)Cl.[CH:37]1(CO)[CH2:43][CH2:42][CH2:41][CH2:40][CH2:39][CH2:38]1.C(=O)(O)[O-].[Na+], predict the reaction product. The product is: [CH3:1][O:2][C:3]1[CH:4]=[C:5]2[C:10](=[CH:11][C:12]=1[O:13][CH3:14])[N:9]=[CH:8][CH:7]=[C:6]2[O:15][C:16]1[CH:22]=[CH:21][C:19]([NH:20][C:29](=[O:35])[O:28][CH2:26][CH:37]2[CH2:43][CH2:42][CH2:41][CH2:40][CH2:39][CH2:38]2)=[C:18]([CH3:23])[C:17]=1[CH3:24]. (6) Given the reactants C(C1C(=O)C(Cl)=C(Cl)C(=O)C=1C#N)#N.[C:15]([O:18][C@@H:19]1[C@@H:24]([O:25][CH2:26][C:27]2[CH:32]=[CH:31][CH:30]=[CH:29][CH:28]=2)[C@@H:23]([O:33][CH2:34][C:35]2[CH:40]=[CH:39][CH:38]=[CH:37][CH:36]=2)[C@@H:22]([CH2:41][O:42][CH2:43][C:44]2[CH:49]=[CH:48][CH:47]=[CH:46][CH:45]=2)[O:21][C@H:20]1[O:50][C@@H:51]1[C@@H:80]([CH2:81][O:82][CH2:83][C:84]2[CH:89]=[CH:88][CH:87]=[CH:86][CH:85]=2)[O:79][C@H:54]([O:55][CH2:56][CH2:57][CH2:58][CH2:59][CH2:60][N:61]([CH2:72][C:73]2[CH:78]=[CH:77][CH:76]=[CH:75][CH:74]=2)[C:62]([O:64][CH2:65][C:66]2[CH:71]=[CH:70][CH:69]=[CH:68][CH:67]=2)=[O:63])[C@H:53]([N:90]=[N+:91]=[N-:92])[C@H:52]1[O:93]CC1C=CC2C(=CC=CC=2)C=1)(=[O:17])[CH3:16], predict the reaction product. The product is: [C:15]([O:18][C@@H:19]1[C@@H:24]([O:25][CH2:26][C:27]2[CH:32]=[CH:31][CH:30]=[CH:29][CH:28]=2)[C@@H:23]([O:33][CH2:34][C:35]2[CH:36]=[CH:37][CH:38]=[CH:39][CH:40]=2)[C@@H:22]([CH2:41][O:42][CH2:43][C:44]2[CH:49]=[CH:48][CH:47]=[CH:46][CH:45]=2)[O:21][C@H:20]1[O:50][C@@H:51]1[C@@H:80]([CH2:81][O:82][CH2:83][C:84]2[CH:85]=[CH:86][CH:87]=[CH:88][CH:89]=2)[O:79][C@H:54]([O:55][CH2:56][CH2:57][CH2:58][CH2:59][CH2:60][N:61]([CH2:72][C:73]2[CH:78]=[CH:77][CH:76]=[CH:75][CH:74]=2)[C:62]([O:64][CH2:65][C:66]2[CH:71]=[CH:70][CH:69]=[CH:68][CH:67]=2)=[O:63])[C@H:53]([N:90]=[N+:91]=[N-:92])[C@H:52]1[OH:93])(=[O:17])[CH3:16]. (7) Given the reactants [N:1]1([CH2:6][C:7]2[CH:8]=[N:9][CH:10]=[C:11]([C:13]#[C:14][Si](C)(C)C)[CH:12]=2)[CH2:5][CH2:4][CH2:3][CH2:2]1.[F-].C([N+](CCCC)(CCCC)CCCC)CCC, predict the reaction product. The product is: [C:13]([C:11]1[CH:10]=[N:9][CH:8]=[C:7]([CH2:6][N:1]2[CH2:5][CH2:4][CH2:3][CH2:2]2)[CH:12]=1)#[CH:14]. (8) Given the reactants [CH:1]1([CH2:4][CH2:5][N:6]([C:24]2[CH:25]=[C:26]([C:30]3[CH:35]=[CH:34][C:33]([C:36]([F:39])([F:38])[F:37])=[CH:32][CH:31]=3)[CH:27]=[CH:28][CH:29]=2)[S:7]([C:10]2[CH:22]=[CH:21][C:13]([O:14][CH2:15][C:16]([O:18]CC)=[O:17])=[C:12]([CH3:23])[CH:11]=2)(=[O:9])=[O:8])[CH2:3][CH2:2]1.[OH-].[Na+], predict the reaction product. The product is: [CH:1]1([CH2:4][CH2:5][N:6]([C:24]2[CH:25]=[C:26]([C:30]3[CH:35]=[CH:34][C:33]([C:36]([F:39])([F:37])[F:38])=[CH:32][CH:31]=3)[CH:27]=[CH:28][CH:29]=2)[S:7]([C:10]2[CH:22]=[CH:21][C:13]([O:14][CH2:15][C:16]([OH:18])=[O:17])=[C:12]([CH3:23])[CH:11]=2)(=[O:9])=[O:8])[CH2:2][CH2:3]1. (9) Given the reactants [NH2:1][C@:2]12[CH2:37][CH2:36][C@@H:35]([C:38]([CH3:40])=[CH2:39])[C@@H:3]1[C@@H:4]1[C@@:17]([CH3:20])([CH2:18][CH2:19]2)[C@@:16]2([CH3:21])[C@@H:7]([C@:8]3([CH3:34])[C@@H:13]([CH2:14][CH2:15]2)[C:12]([CH3:23])([CH3:22])[C:11]([C:24]2[CH:33]=[CH:32][C:27]([C:28]([O:30][CH3:31])=[O:29])=[CH:26][CH:25]=2)=[CH:10][CH2:9]3)[CH2:6][CH2:5]1.[C:41]([O:45][CH3:46])(=[O:44])[CH:42]=[CH2:43].C(N(CC)CC)C, predict the reaction product. The product is: [CH3:46][O:45][C:41](=[O:44])[CH2:42][CH2:43][NH:1][C@:2]12[CH2:37][CH2:36][C@@H:35]([C:38]([CH3:40])=[CH2:39])[C@@H:3]1[C@@H:4]1[C@@:17]([CH3:20])([CH2:18][CH2:19]2)[C@@:16]2([CH3:21])[C@@H:7]([C@:8]3([CH3:34])[C@@H:13]([CH2:14][CH2:15]2)[C:12]([CH3:22])([CH3:23])[C:11]([C:24]2[CH:25]=[CH:26][C:27]([C:28]([O:30][CH3:31])=[O:29])=[CH:32][CH:33]=2)=[CH:10][CH2:9]3)[CH2:6][CH2:5]1.